Dataset: Reaction yield outcomes from USPTO patents with 853,638 reactions. Task: Predict the reaction yield, written as a fraction of the theoretical maximum amount of product (1.0 means a 100% yield; for example, 0.34 means a 34% yield). (1) The reactants are [NH:1]1[CH2:5][CH2:4][C@H:3]([N:6]([CH2:15][C:16]2[CH:21]=[CH:20][CH:19]=[CH:18][C:17]=2[C:22]([F:25])([F:24])[F:23])[C:7]2[CH:14]=[CH:13][C:10]([C:11]#[N:12])=[CH:9][CH:8]=2)[CH2:2]1.Br[CH2:27][C:28]#[N:29]. No catalyst specified. The product is [C:28]([CH2:27][N:1]1[CH2:5][CH2:4][C@H:3]([N:6]([CH2:15][C:16]2[CH:21]=[CH:20][CH:19]=[CH:18][C:17]=2[C:22]([F:24])([F:23])[F:25])[C:7]2[CH:8]=[CH:9][C:10]([C:11]#[N:12])=[CH:13][CH:14]=2)[CH2:2]1)#[N:29]. The yield is 0.750. (2) The reactants are Br[C:2]1[CH:14]=[C:13]2[C:5]([CH:6]=[CH:7][C:8]3[S:9][C:10]([Cl:15])=[CH:11][C:12]=32)=[CH:4][CH:3]=1.C([CH2:19][C:20]([O-:22])=O)(C)=C.[CH2:23]([Sn](CCCC)(CCCC)OC)CCC.C1(C)C=CC=CC=1P(C1C=CC=CC=1C)C1C=CC=CC=1C. The catalyst is C1(C)C=CC=CC=1.C([O-])(=O)C.[Pd+2].C([O-])(=O)C. The product is [Cl:15][C:10]1[S:9][C:8]2[CH:7]=[CH:6][C:5]3[C:13]([C:12]=2[CH:11]=1)=[CH:14][C:2]([CH2:23][C:20]([CH3:19])=[O:22])=[CH:3][CH:4]=3. The yield is 0.390. (3) The yield is 0.750. The product is [CH3:1][O:2][C:3]1[CH:4]=[C:5]([C:9]2[CH:10]=[C:11]3[C:12]([CH2:15][C:16](=[O:17])[NH:19]3)=[CH:13][CH:14]=2)[CH:6]=[CH:7][CH:8]=1. The reactants are [CH3:1][O:2][C:3]1[CH:4]=[C:5]([C:9]2[CH:14]=[CH:13][C:12]([CH2:15][C:16](O)=[O:17])=[C:11]([N+:19]([O-])=O)[CH:10]=2)[CH:6]=[CH:7][CH:8]=1. The catalyst is CO.[Pd]. (4) The reactants are [NH:1]1[CH:5]=[C:4]([C:6]2[C:7]3[CH:14]=[CH:13][N:12]([CH2:15][O:16][CH2:17][CH2:18][Si:19]([CH3:22])([CH3:21])[CH3:20])[C:8]=3[N:9]=[CH:10][N:11]=2)[CH:3]=[N:2]1.C(#N)C.[CH2:26]([O:28][CH:29]([O:39][CH2:40][CH3:41])[C:30]1[S:34][CH:33]=[C:32](/[CH:35]=[CH:36]/[C:37]#[N:38])[CH:31]=1)[CH3:27].C1CCN2C(=NCCC2)CC1. The catalyst is O. The product is [CH2:26]([O:28][CH:29]([O:39][CH2:40][CH3:41])[C:30]1[S:34][CH:33]=[C:32]([CH:35]([N:1]2[CH:5]=[C:4]([C:6]3[C:7]4[CH:14]=[CH:13][N:12]([CH2:15][O:16][CH2:17][CH2:18][Si:19]([CH3:22])([CH3:21])[CH3:20])[C:8]=4[N:9]=[CH:10][N:11]=3)[CH:3]=[N:2]2)[CH2:36][C:37]#[N:38])[CH:31]=1)[CH3:27]. The yield is 0.430. (5) The reactants are [CH2:1]([O:3][C:4]1[CH:5]=[C:6]2[C:11](=[C:12]3[CH2:16][C:15]([CH3:18])([CH3:17])[O:14][C:13]=13)[C:10]([C:19]1[CH:24]=[CH:23][C:22]([C:25]([CH3:31])([CH3:30])[C:26]([O:28]C)=[O:27])=[CH:21][CH:20]=1)=[N:9][C:8]([CH3:33])([CH3:32])[CH2:7]2)[CH3:2].[OH-].[Na+].[ClH:36]. The catalyst is CO.O1CCCC1. The product is [OH2:3].[ClH:36].[CH2:1]([O:3][C:4]1[CH:5]=[C:6]2[C:11](=[C:12]3[CH2:16][C:15]([CH3:18])([CH3:17])[O:14][C:13]=13)[C:10]([C:19]1[CH:20]=[CH:21][C:22]([C:25]([CH3:31])([CH3:30])[C:26]([OH:28])=[O:27])=[CH:23][CH:24]=1)=[N:9][C:8]([CH3:32])([CH3:33])[CH2:7]2)[CH3:2]. The yield is 0.660.